This data is from Ames mutagenicity test results for genotoxicity prediction. The task is: Regression/Classification. Given a drug SMILES string, predict its toxicity properties. Task type varies by dataset: regression for continuous values (e.g., LD50, hERG inhibition percentage) or binary classification for toxic/non-toxic outcomes (e.g., AMES mutagenicity, cardiotoxicity, hepatotoxicity). Dataset: ames. (1) The drug is CN(CCO[N+](=O)[O-])[N+](=O)[O-]. The result is 1 (mutagenic). (2) The compound is CC(C)CC(NC(=O)COc1ccc(Cl)cc1Cl)C(=O)O. The result is 0 (non-mutagenic).